This data is from Catalyst prediction with 721,799 reactions and 888 catalyst types from USPTO. The task is: Predict which catalyst facilitates the given reaction. (1) Reactant: [N:1]([O-:3])=O.[Na+].[CH:5](=[C:12]1[NH:16][C:15](=[O:17])[CH:14]=[C:13]1[OH:18])[C:6]1[CH:11]=[CH:10][CH:9]=[CH:8][CH:7]=1. Product: [CH:5](=[C:12]1[NH:16][C:15](=[O:17])[C:14](=[N:1][OH:3])[C:13]1=[O:18])[C:6]1[CH:7]=[CH:8][CH:9]=[CH:10][CH:11]=1. The catalyst class is: 15. (2) Reactant: [NH2:1][CH2:2][C:3]1[N:8]=[CH:7][C:6]([C:9]2[CH:10]=[C:11]3[C:16]([NH:17][C@H:18]4[C@@H:22]([CH2:23][CH3:24])[CH2:21][N:20]([C:25]([O:27][CH2:28][C:29]5[CH:34]=[CH:33][CH:32]=[CH:31][CH:30]=5)=[O:26])[CH2:19]4)=[C:15]([C:35](=[O:37])[NH2:36])[CH:14]=[N:13][N:12]3[CH:38]=2)=[CH:5][CH:4]=1.[CH3:39][O:40][CH2:41][C:42](O)=[O:43].F[P-](F)(F)(F)(F)F.N1(O[P+](N(C)C)(N(C)C)N(C)C)C2C=CC=CC=2N=N1.C(N(C(C)C)CC)(C)C. Product: [C:35]([C:15]1[CH:14]=[N:13][N:12]2[CH:38]=[C:9]([C:6]3[CH:7]=[N:8][C:3]([CH2:2][NH:1][C:42](=[O:43])[CH2:41][O:40][CH3:39])=[CH:4][CH:5]=3)[CH:10]=[C:11]2[C:16]=1[NH:17][C@H:18]1[C@@H:22]([CH2:23][CH3:24])[CH2:21][N:20]([C:25]([O:27][CH2:28][C:29]2[CH:30]=[CH:31][CH:32]=[CH:33][CH:34]=2)=[O:26])[CH2:19]1)(=[O:37])[NH2:36]. The catalyst class is: 3. (3) Reactant: [CH3:1][O:2][C:3](=[O:56])[CH2:4][CH2:5][CH:6]1[CH:26]([CH3:27])[C:25]2=[N:28][C:7]1=[C:8]([CH2:51][C:52]([O:54][CH3:55])=[O:53])[C:9]1[NH:13][C:12]([CH:14]=[C:15]3[N:33]=[C:18]([CH:19]=[C:20]4[NH:29][C:23](=[CH:24]2)[C:22]([CH3:30])=[C:21]4[CH:31]=[O:32])[C:17]([CH3:34])=[C:16]3[CH2:35][CH3:36])=[C:11]([CH3:37])[C:10]=1[C:38]([NH:40][CH2:41][CH2:42][CH2:43][N:44]([CH2:48][CH2:49][OH:50])[CH2:45][CH2:46][OH:47])=[O:39]. Product: [OH:47][CH2:46][CH2:45][N:44]([CH2:48][CH2:49][OH:50])[CH2:43][CH2:42][CH2:41][NH:40][C:38]([C:10]1[C:11]([CH3:37])=[C:12]2[CH:14]=[C:15]3[N:33]=[C:18]([C:17]([CH3:34])=[C:16]3[CH2:35][CH3:36])[CH:19]=[C:20]3[NH:29][C:23]([C:22]([CH3:30])=[C:21]3[CH2:31][OH:32])=[CH:24][C:25]3=[N:28][C:7]([CH:6]([CH2:5][CH2:4][C:3]([O:2][CH3:1])=[O:56])[CH:26]3[CH3:27])=[C:8]([CH2:51][C:52]([O:54][CH3:55])=[O:53])[C:9]=1[NH:13]2)=[O:39]. The catalyst class is: 4. (4) Reactant: [OH-].[Na+].[F:3][C:4]1[C:5]([CH3:23])=[C:6]([C:10]2[CH:15]=[CH:14][C:13]([C:16]([O:18]C)=[O:17])=[CH:12][C:11]=2[CH2:20][O:21][CH3:22])[CH:7]=[CH:8][CH:9]=1. Product: [F:3][C:4]1[C:5]([CH3:23])=[C:6]([C:10]2[CH:15]=[CH:14][C:13]([C:16]([OH:18])=[O:17])=[CH:12][C:11]=2[CH2:20][O:21][CH3:22])[CH:7]=[CH:8][CH:9]=1. The catalyst class is: 14. (5) Reactant: [F:1][C:2]1[CH:24]=[CH:23][CH:22]=[CH:21][C:3]=1[O:4][C:5]1[C:18](=[O:19])[N:17]([CH3:20])[C:8]2[N:9]=[C:10](S(C)(=O)=O)[N:11]=[CH:12][C:7]=2[CH:6]=1.[CH3:25][O:26][CH2:27][CH2:28][CH2:29][NH2:30]. Product: [F:1][C:2]1[CH:24]=[CH:23][CH:22]=[CH:21][C:3]=1[O:4][C:5]1[C:18](=[O:19])[N:17]([CH3:20])[C:8]2[N:9]=[C:10]([NH:30][CH2:29][CH2:28][CH2:27][O:26][CH3:25])[N:11]=[CH:12][C:7]=2[CH:6]=1. The catalyst class is: 22. (6) Reactant: [Cl:1][C:2]1[CH:14]=[C:13]([O:15][CH2:16][CH:17]=[C:18]([Cl:20])[Cl:19])[CH:12]=[C:11]([Cl:21])[C:3]=1[O:4][CH2:5][CH2:6][CH2:7][CH2:8][CH:9]=O.Cl.[NH2:23][OH:24].Cl. Product: [Cl:1][C:2]1[CH:14]=[C:13]([O:15][CH2:16][CH:17]=[C:18]([Cl:20])[Cl:19])[CH:12]=[C:11]([Cl:21])[C:3]=1[O:4][CH2:5][CH2:6][CH2:7][CH2:8][CH:9]=[N:23][OH:24]. The catalyst class is: 17.